Dataset: Forward reaction prediction with 1.9M reactions from USPTO patents (1976-2016). Task: Predict the product of the given reaction. (1) Given the reactants [O:1]1[CH:5]=[CH:4][N:3]=[C:2]1[C:6]1[CH:11]=[CH:10][C:9]([N:12]2[CH2:17][CH2:16][CH2:15][CH:14]([NH:18][C@@H:19]3[CH2:24][CH2:23][CH2:22][CH2:21][C@H:20]3[NH2:25])[CH2:13]2)=[CH:8][CH:7]=1.[C:26](=O)([O:35]N1C(=O)CCC1=O)[O:27][CH2:28][C:29]1[CH:34]=[CH:33][CH:32]=[CH:31][CH:30]=1, predict the reaction product. The product is: [O:1]1[CH:5]=[CH:4][N:3]=[C:2]1[C:6]1[CH:11]=[CH:10][C:9]([N:12]2[CH2:17][CH2:16][CH2:15][C@H:14]([NH:18][C@@H:19]3[CH2:24][CH2:23][CH2:22][CH2:21][C@H:20]3[NH:25][C:26](=[O:35])[O:27][CH2:28][C:29]3[CH:34]=[CH:33][CH:32]=[CH:31][CH:30]=3)[CH2:13]2)=[CH:8][CH:7]=1. (2) Given the reactants [CH3:1][C:2]1[CH:13]=[C:12]([CH3:14])[CH:11]=[C:10]([CH:15]2[CH2:19][CH2:18][O:17][CH2:16]2)[C:3]=1[O:4][CH2:5][C:6](OC)=[O:7].O.[NH2:21][NH2:22], predict the reaction product. The product is: [CH3:1][C:2]1[CH:13]=[C:12]([CH3:14])[CH:11]=[C:10]([CH:15]2[CH2:19][CH2:18][O:17][CH2:16]2)[C:3]=1[O:4][CH2:5][C:6]([NH:21][NH2:22])=[O:7]. (3) Given the reactants [C:1]([N:3]=[C:4]([N:6]([CH2:8][C:9]#[N:10])[CH3:7])[CH3:5])#[N:2].C([O-])C.[Na+], predict the reaction product. The product is: [NH2:2][C:1]1[N:3]=[C:4]([CH3:5])[N:6]([CH3:7])[C:8]=1[C:9]#[N:10]. (4) Given the reactants [NH:1]1[C:9]2[C:4](=[CH:5][C:6](/[C:10](/[C:20]3[CH:25]=[CH:24][C:23](/[CH:26]=[CH:27]/[C:28]([O:30]CC)=[O:29])=[CH:22][CH:21]=3)=[C:11](/[C:14]3[CH:19]=[CH:18][CH:17]=[CH:16][CH:15]=3)\[CH2:12][CH3:13])=[CH:7][CH:8]=2)[CH:3]=[N:2]1.[Li+].[OH-].Cl, predict the reaction product. The product is: [NH:1]1[C:9]2[C:4](=[CH:5][C:6](/[C:10](/[C:20]3[CH:21]=[CH:22][C:23](/[CH:26]=[CH:27]/[C:28]([OH:30])=[O:29])=[CH:24][CH:25]=3)=[C:11](/[C:14]3[CH:19]=[CH:18][CH:17]=[CH:16][CH:15]=3)\[CH2:12][CH3:13])=[CH:7][CH:8]=2)[CH:3]=[N:2]1. (5) Given the reactants [O:1]1[CH2:6][CH2:5][CH2:4][CH2:3][CH:2]1[CH2:7][CH:8]=[O:9].[BH4-].[Na+], predict the reaction product. The product is: [O:1]1[CH2:6][CH2:5][CH2:4][CH2:3][CH:2]1[CH2:7][CH2:8][OH:9].